Dataset: Catalyst prediction with 721,799 reactions and 888 catalyst types from USPTO. Task: Predict which catalyst facilitates the given reaction. (1) Reactant: [CH3:1][S:2]([NH:5][C:6]1[CH:11]=[CH:10][C:9](B(O)O)=[CH:8][CH:7]=1)(=[O:4])=[O:3].I[C:16]1[C:24]2[C:19](=[N:20][CH:21]=[N:22][C:23]=2[NH2:25])[N:18]([CH:26]([CH3:28])[CH3:27])[N:17]=1.C([O-])([O-])=O.[Na+].[Na+]. Product: [NH2:25][C:23]1[N:22]=[CH:21][N:20]=[C:19]2[N:18]([CH:26]([CH3:28])[CH3:27])[N:17]=[C:16]([C:9]3[CH:10]=[CH:11][C:6]([NH:5][S:2]([CH3:1])(=[O:4])=[O:3])=[CH:7][CH:8]=3)[C:24]=12. The catalyst class is: 414. (2) Reactant: C1(P(C2C=CC=CC=2)C2C=CC=CC=2)C=CC=CC=1.BrN1C(=O)CCC1=O.[CH:28]1([CH2:33][C@H:34]([C:38]2[CH:43]=[CH:42][C:41]([Cl:44])=[C:40]([Cl:45])[CH:39]=2)[C:35]([OH:37])=O)[CH2:32][CH2:31][CH2:30][CH2:29]1.[Cl:46][C:47]1[CH:48]=[CH:49][C:50]([NH2:53])=[N:51][CH:52]=1.N1C=CC=CC=1. Product: [Cl:46][C:47]1[CH:48]=[CH:49][C:50]([NH:53][C:35](=[O:37])[C@@H:34]([C:38]2[CH:43]=[CH:42][C:41]([Cl:44])=[C:40]([Cl:45])[CH:39]=2)[CH2:33][CH:28]2[CH2:29][CH2:30][CH2:31][CH2:32]2)=[N:51][CH:52]=1. The catalyst class is: 34. (3) Reactant: [CH2:1]([N:8]1[CH2:13][CH2:12][CH:11]([C:14](Cl)=[O:15])[CH:10]([C:17]2[S:18][CH:19]=[CH:20][CH:21]=2)[CH2:9]1)[C:2]1[CH:7]=[CH:6][CH:5]=[CH:4][CH:3]=1.[Al+3].[Cl-].[Cl-].[Cl-]. Product: [CH2:1]([N:8]1[CH2:9][CH:10]2[CH:11]([C:14](=[O:15])[C:21]3[CH:20]=[CH:19][S:18][C:17]=32)[CH2:12][CH2:13]1)[C:2]1[CH:7]=[CH:6][CH:5]=[CH:4][CH:3]=1. The catalyst class is: 2. (4) Reactant: [CH:1]1[CH:6]=[CH:5][CH:4]=[CH:3][CH:2]=1.ClC1C=CC=CC=1Cl.[Cl-].[Al+3].[Cl-].[Cl-].[Br:19][C:20]1[CH:30]=[C:24]2[C:25]([O:27][C:28](=[O:29])[C:23]2=[CH:22][CH:21]=1)=[O:26]. Product: [C:25]([C:24]1[CH:30]=[C:20]([Br:19])[CH:21]=[CH:22][C:23]=1[C:28]([OH:29])=[O:27])(=[O:26])[C:1]1[CH:6]=[CH:5][CH:4]=[CH:3][CH:2]=1. The catalyst class is: 69.